This data is from Human liver microsome stability data. The task is: Regression/Classification. Given a drug SMILES string, predict its absorption, distribution, metabolism, or excretion properties. Task type varies by dataset: regression for continuous measurements (e.g., permeability, clearance, half-life) or binary classification for categorical outcomes (e.g., BBB penetration, CYP inhibition). Dataset: hlm. The molecule is CC(C)N1C(=O)C(=O)N=C1N=C(NCCCCN1CCCC1)Nc1ccc(Cl)c(Cl)c1. The result is 0 (unstable in human liver microsomes).